This data is from Peptide-MHC class I binding affinity with 185,985 pairs from IEDB/IMGT. The task is: Regression. Given a peptide amino acid sequence and an MHC pseudo amino acid sequence, predict their binding affinity value. This is MHC class I binding data. The peptide sequence is PSEDEQQGH. The MHC is HLA-B58:01 with pseudo-sequence HLA-B58:01. The binding affinity (normalized) is 0.0847.